Dataset: Retrosynthesis with 50K atom-mapped reactions and 10 reaction types from USPTO. Task: Predict the reactants needed to synthesize the given product. (1) Given the product Cc1c(Cl)c(C(F)(F)F)nn1CC(=O)N1CCN(c2ncccn2)CC1, predict the reactants needed to synthesize it. The reactants are: Cc1c(Cl)c(C(F)(F)F)nn1CC(=O)O.c1cnc(N2CCNCC2)nc1. (2) Given the product CN1CCC(C(=O)c2cccc(NC(=O)c3ccc(I)cc3)c2)CC1, predict the reactants needed to synthesize it. The reactants are: CN1CCC(C(=O)c2cccc(N)c2)CC1.O=C(Cl)c1ccc(I)cc1.